From a dataset of Full USPTO retrosynthesis dataset with 1.9M reactions from patents (1976-2016). Predict the reactants needed to synthesize the given product. (1) Given the product [CH3:1][O:2][C:3]1[CH:4]=[C:5]2[C:10](=[CH:11][C:12]=1[O:13][CH3:14])[N:9]=[CH:8][N:7]=[C:6]2[O:15][C:16]1[CH:22]=[CH:21][C:19]([NH:20][C:27](=[O:33])[O:26][CH2:24][CH2:41][CH:35]2[CH2:40][CH2:39][CH2:38][CH2:37][CH2:36]2)=[CH:18][CH:17]=1, predict the reactants needed to synthesize it. The reactants are: [CH3:1][O:2][C:3]1[CH:4]=[C:5]2[C:10](=[CH:11][C:12]=1[O:13][CH3:14])[N:9]=[CH:8][N:7]=[C:6]2[O:15][C:16]1[CH:22]=[CH:21][C:19]([NH2:20])=[CH:18][CH:17]=1.Cl[C:24](Cl)([O:26][C:27](=[O:33])OC(Cl)(Cl)Cl)Cl.[CH:35]1([CH2:41]CO)[CH2:40][CH2:39][CH2:38][CH2:37][CH2:36]1.C(=O)(O)[O-].[Na+]. (2) Given the product [CH:12]1[C:11]2[C:16](=[CH:17][C:18]3[C:23]([CH:10]=2)=[CH:22][CH:21]=[CH:20][CH:19]=3)[CH:15]=[CH:14][CH:13]=1, predict the reactants needed to synthesize it. The reactants are: CNCCO.[H-].[Na+].ClC[C:10]1[C:11]2[C:16]([C:17](CCl)=[C:18]3[C:23]=1[CH:22]=[CH:21][CH:20]=[CH:19]3)=[CH:15][CH:14]=[CH:13][CH:12]=2. (3) Given the product [CH2:3]([SnH:7]([C:14]1[CH:19]=[CH:18][CH:17]=[CH:16][CH:15]=1)[C:8]1[CH:9]=[CH:10][CH:11]=[CH:12][CH:13]=1)[CH2:4][CH2:5][CH3:6], predict the reactants needed to synthesize it. The reactants are: [BH4-].[Na+].[CH2:3]([Sn:7](I)([C:14]1[CH:19]=[CH:18][CH:17]=[CH:16][CH:15]=1)[C:8]1[CH:13]=[CH:12][CH:11]=[CH:10][CH:9]=1)[CH2:4][CH2:5][CH3:6].